From a dataset of Catalyst prediction with 721,799 reactions and 888 catalyst types from USPTO. Predict which catalyst facilitates the given reaction. (1) Reactant: [F:1][C:2]1[CH:7]=[CH:6][CH:5]=[C:4]([F:8])[C:3]=1[C:9]1[O:10][C:11]([NH:17][C:18]2[CH:23]=[CH:22][CH:21]=[CH:20][CH:19]=2)=[C:12]([C:14](O)=[O:15])[N:13]=1.O.OC1C2N=N[NH:31]C=2C=CC=1.CN(C)CCCN=C=NCC.N.O1CCOCC1. Product: [F:8][C:4]1[CH:5]=[CH:6][CH:7]=[C:2]([F:1])[C:3]=1[C:9]1[O:10][C:11]([NH:17][C:18]2[CH:23]=[CH:22][CH:21]=[CH:20][CH:19]=2)=[C:12]([C:14]([NH2:31])=[O:15])[N:13]=1. The catalyst class is: 2. (2) Reactant: [Cl:1][C:2]1[C:7]([C:8](Cl)=[O:9])=[C:6]([Cl:11])[N:5]=[CH:4][N:3]=1.[Si:12]([O:19][CH2:20][CH2:21][NH:22][C:23]1[CH:24]=[C:25]2[C:29](=[C:30]([CH:32]3[CH2:34][CH2:33]3)[CH:31]=1)[N:28]([C:35]1[CH:36]=[N:37][C:38]([CH3:41])=[CH:39][CH:40]=1)[CH:27]=[CH:26]2)([C:15]([CH3:18])([CH3:17])[CH3:16])([CH3:14])[CH3:13].C(N(CC)CC)C. Product: [Si:12]([O:19][CH2:20][CH2:21][N:22]([C:23]1[CH:24]=[C:25]2[C:29](=[C:30]([CH:32]3[CH2:34][CH2:33]3)[CH:31]=1)[N:28]([C:35]1[CH:36]=[N:37][C:38]([CH3:41])=[CH:39][CH:40]=1)[CH:27]=[CH:26]2)[C:8]([C:7]1[C:6]([Cl:11])=[N:5][CH:4]=[N:3][C:2]=1[Cl:1])=[O:9])([C:15]([CH3:18])([CH3:17])[CH3:16])([CH3:14])[CH3:13]. The catalyst class is: 2. (3) Reactant: Cl.C(OC(=O)[NH:8][CH:9]1[CH2:12][N:11]([C:13]([C:15]2[N:16]=[C:17]3[C:22]([C:23]([F:26])([F:25])[F:24])=[CH:21][C:20]([C:27]4[CH:31]=[CH:30][O:29][CH:28]=4)=[CH:19][N:18]3[C:32]=2[Cl:33])=[O:14])[CH2:10]1)(C)(C)C. Product: [ClH:33].[NH2:8][CH:9]1[CH2:10][N:11]([C:13]([C:15]2[N:16]=[C:17]3[C:22]([C:23]([F:26])([F:25])[F:24])=[CH:21][C:20]([C:27]4[CH:31]=[CH:30][O:29][CH:28]=4)=[CH:19][N:18]3[C:32]=2[Cl:33])=[O:14])[CH2:12]1. The catalyst class is: 12. (4) Reactant: [N+:1]([C:4]1[CH:5]=[N:6][CH:7]=[CH:8][C:9]=1[C@H:10]1[O:15][C@@H:14]([CH2:16][OH:17])[CH2:13][CH2:12][O:11]1)([O-:3])=[O:2].N1C=CN=C1.[CH3:23][C:24]([Si:27](Cl)([CH3:29])[CH3:28])([CH3:26])[CH3:25]. Product: [Si:27]([O:17][CH2:16][C@H:14]1[CH2:13][CH2:12][O:11][C@@H:10]([C:9]2[CH:8]=[CH:7][N:6]=[CH:5][C:4]=2[N+:1]([O-:3])=[O:2])[O:15]1)([C:24]([CH3:26])([CH3:25])[CH3:23])([CH3:29])[CH3:28]. The catalyst class is: 2. (5) Reactant: [CH3:1][C:2]1([CH3:9])[O:6][CH:5]([CH2:7][OH:8])[CH2:4][O:3]1.C(=O)([O-])[O-].[Cs+].[Cs+].[Br:16][C:17]1[CH:18]=[CH:19][C:20]2[N:24]=[C:23](C(Cl)(Cl)Cl)[N:22]([C:29]3[CH:34]=[CH:33][N:32]=[C:31]([NH2:35])[N:30]=3)[C:21]=2[CH:36]=1. Product: [Br:16][C:17]1[CH:18]=[CH:19][C:20]2[N:24]=[C:23]([O:8][CH2:7][CH:5]3[CH2:4][O:3][C:2]([CH3:9])([CH3:1])[O:6]3)[N:22]([C:29]3[CH:34]=[CH:33][N:32]=[C:31]([NH2:35])[N:30]=3)[C:21]=2[CH:36]=1. The catalyst class is: 9.